The task is: Regression. Given two drug SMILES strings and cell line genomic features, predict the synergy score measuring deviation from expected non-interaction effect.. This data is from NCI-60 drug combinations with 297,098 pairs across 59 cell lines. (1) Drug 1: C1=NC2=C(N=C(N=C2N1C3C(C(C(O3)CO)O)F)Cl)N. Drug 2: C1=CC=C(C(=C1)C(C2=CC=C(C=C2)Cl)C(Cl)Cl)Cl. Cell line: CCRF-CEM. Synergy scores: CSS=-3.87, Synergy_ZIP=1.60, Synergy_Bliss=0.0617, Synergy_Loewe=3.17, Synergy_HSA=-1.97. (2) Drug 1: CC1C(C(CC(O1)OC2CC(CC3=C2C(=C4C(=C3O)C(=O)C5=C(C4=O)C(=CC=C5)OC)O)(C(=O)C)O)N)O.Cl. Drug 2: CNC(=O)C1=NC=CC(=C1)OC2=CC=C(C=C2)NC(=O)NC3=CC(=C(C=C3)Cl)C(F)(F)F. Cell line: KM12. Synergy scores: CSS=59.7, Synergy_ZIP=-5.43, Synergy_Bliss=-6.16, Synergy_Loewe=-2.00, Synergy_HSA=-1.13. (3) Drug 1: CC12CCC3C(C1CCC2O)C(CC4=C3C=CC(=C4)O)CCCCCCCCCS(=O)CCCC(C(F)(F)F)(F)F. Drug 2: CCN(CC)CCCC(C)NC1=C2C=C(C=CC2=NC3=C1C=CC(=C3)Cl)OC. Cell line: MCF7. Synergy scores: CSS=17.9, Synergy_ZIP=-12.4, Synergy_Bliss=-8.71, Synergy_Loewe=-9.68, Synergy_HSA=-6.47.